Dataset: Forward reaction prediction with 1.9M reactions from USPTO patents (1976-2016). Task: Predict the product of the given reaction. (1) The product is: [CH3:1][O:2][C:3](=[O:17])[CH:4]([NH:9][C:10]([O:12][C:13]([CH3:15])([CH3:14])[CH3:16])=[O:11])[CH2:5][CH2:6][CH:7]=[O:8]. Given the reactants [CH3:1][O:2][C:3](=[O:17])[CH:4]([NH:9][C:10]([O:12][C:13]([CH3:16])([CH3:15])[CH3:14])=[O:11])[CH2:5][CH2:6][CH2:7][OH:8].Cl.CN(C)CCCN=C=NCC.ClC(Cl)C(O)=O, predict the reaction product. (2) Given the reactants [CH3:1][O:2][C:3]1[CH:8]=[CH:7][CH:6]=[CH:5][C:4]=1[Mg]Br.[CH3:11][C:12]([CH3:20])=[CH:13][C:14](=[O:19])[C:15]([F:18])([F:17])[F:16], predict the reaction product. The product is: [F:16][C:15]([F:18])([F:17])[C:14](=[O:19])[CH2:13][C:12]([C:4]1[CH:5]=[CH:6][CH:7]=[CH:8][C:3]=1[O:2][CH3:1])([CH3:20])[CH3:11]. (3) Given the reactants [C:1]([OH:9])(=O)[C:2]1[CH:7]=[CH:6][CH:5]=[CH:4][CH:3]=1.[NH:10]1[C:14]2[CH:15]=[CH:16][CH:17]=[CH:18][C:13]=2[N:12]=[C:11]1[C:19]1[C:23]([NH2:24])=[CH:22][NH:21][N:20]=1.C(Cl)CCl.C1C=CC2N(O)N=NC=2C=1, predict the reaction product. The product is: [NH:12]1[C:13]2[CH:18]=[CH:17][CH:16]=[CH:15][C:14]=2[N:10]=[C:11]1[C:19]1[C:23]([NH:24][C:1](=[O:9])[C:2]2[CH:3]=[CH:4][CH:5]=[CH:6][CH:7]=2)=[CH:22][NH:21][N:20]=1. (4) Given the reactants C([O:3][C:4](=O)[C:5]1[CH:10]=[C:9]([F:11])[C:8]([N:12]2[CH2:16][CH2:15][C@H:14]([NH:17][C:18]([O:20][C:21]([CH3:24])([CH3:23])[CH3:22])=[O:19])[CH2:13]2)=[C:7]([Cl:25])[C:6]=1[N:26]([CH:30]1[CH2:32][CH2:31]1)[C:27]([NH2:29])=[O:28])C, predict the reaction product. The product is: [C:21]([O:20][C:18](=[O:19])[NH:17][C@H:14]1[CH2:15][CH2:16][N:12]([C:8]2[C:7]([Cl:25])=[C:6]3[C:5]([C:4](=[O:3])[NH:29][C:27](=[O:28])[N:26]3[CH:30]3[CH2:32][CH2:31]3)=[CH:10][C:9]=2[F:11])[CH2:13]1)([CH3:23])([CH3:22])[CH3:24]. (5) Given the reactants [C:1]([O-])([O-])=O.[K+].[K+].[CH3:7][O:8][C:9]([C:11]1[C:20]2[O:19][CH2:18][C:17](=[O:21])[NH:16][C:15]=2[CH:14]=[CH:13][CH:12]=1)=[O:10].CI.O, predict the reaction product. The product is: [CH3:7][O:8][C:9]([C:11]1[C:20]2[O:19][CH2:18][C:17](=[O:21])[N:16]([CH3:1])[C:15]=2[CH:14]=[CH:13][CH:12]=1)=[O:10].